Task: Regression. Given two drug SMILES strings and cell line genomic features, predict the synergy score measuring deviation from expected non-interaction effect.. Dataset: NCI-60 drug combinations with 297,098 pairs across 59 cell lines (1) Cell line: NCI/ADR-RES. Drug 2: CCCCCOC(=O)NC1=NC(=O)N(C=C1F)C2C(C(C(O2)C)O)O. Synergy scores: CSS=-1.73, Synergy_ZIP=4.61, Synergy_Bliss=4.31, Synergy_Loewe=-4.40, Synergy_HSA=-4.07. Drug 1: CC(C)(C#N)C1=CC(=CC(=C1)CN2C=NC=N2)C(C)(C)C#N. (2) Drug 1: CCC1(CC2CC(C3=C(CCN(C2)C1)C4=CC=CC=C4N3)(C5=C(C=C6C(=C5)C78CCN9C7C(C=CC9)(C(C(C8N6C=O)(C(=O)OC)O)OC(=O)C)CC)OC)C(=O)OC)O.OS(=O)(=O)O. Drug 2: CN1C(=O)N2C=NC(=C2N=N1)C(=O)N. Cell line: M14. Synergy scores: CSS=6.07, Synergy_ZIP=-3.36, Synergy_Bliss=-2.03, Synergy_Loewe=-16.0, Synergy_HSA=-3.73. (3) Drug 1: CCC1(CC2CC(C3=C(CCN(C2)C1)C4=CC=CC=C4N3)(C5=C(C=C6C(=C5)C78CCN9C7C(C=CC9)(C(C(C8N6C)(C(=O)OC)O)OC(=O)C)CC)OC)C(=O)OC)O.OS(=O)(=O)O. Drug 2: CC1C(C(CC(O1)OC2CC(CC3=C2C(=C4C(=C3O)C(=O)C5=C(C4=O)C(=CC=C5)OC)O)(C(=O)CO)O)N)O.Cl. Cell line: MCF7. Synergy scores: CSS=47.7, Synergy_ZIP=-5.03, Synergy_Bliss=-3.53, Synergy_Loewe=0.787, Synergy_HSA=2.25. (4) Drug 1: CC1C(C(CC(O1)OC2CC(OC(C2O)C)OC3=CC4=CC5=C(C(=O)C(C(C5)C(C(=O)C(C(C)O)O)OC)OC6CC(C(C(O6)C)O)OC7CC(C(C(O7)C)O)OC8CC(C(C(O8)C)O)(C)O)C(=C4C(=C3C)O)O)O)O. Drug 2: N.N.Cl[Pt+2]Cl. Cell line: HCC-2998. Synergy scores: CSS=56.0, Synergy_ZIP=-5.85, Synergy_Bliss=-5.32, Synergy_Loewe=-0.546, Synergy_HSA=-0.738. (5) Drug 1: CCC1=C2CN3C(=CC4=C(C3=O)COC(=O)C4(CC)O)C2=NC5=C1C=C(C=C5)O. Drug 2: CNC(=O)C1=NC=CC(=C1)OC2=CC=C(C=C2)NC(=O)NC3=CC(=C(C=C3)Cl)C(F)(F)F. Cell line: SN12C. Synergy scores: CSS=15.0, Synergy_ZIP=-7.70, Synergy_Bliss=-4.55, Synergy_Loewe=-34.6, Synergy_HSA=-7.56. (6) Drug 1: C#CCC(CC1=CN=C2C(=N1)C(=NC(=N2)N)N)C3=CC=C(C=C3)C(=O)NC(CCC(=O)O)C(=O)O. Drug 2: COC1=C2C(=CC3=C1OC=C3)C=CC(=O)O2. Cell line: MALME-3M. Synergy scores: CSS=-7.30, Synergy_ZIP=1.46, Synergy_Bliss=-2.74, Synergy_Loewe=-2.20, Synergy_HSA=-6.30. (7) Synergy scores: CSS=18.1, Synergy_ZIP=-3.70, Synergy_Bliss=3.88, Synergy_Loewe=-16.3, Synergy_HSA=1.90. Drug 1: CC1=C(C(=CC=C1)Cl)NC(=O)C2=CN=C(S2)NC3=CC(=NC(=N3)C)N4CCN(CC4)CCO. Drug 2: CN1C2=C(C=C(C=C2)N(CCCl)CCCl)N=C1CCCC(=O)O.Cl. Cell line: OVCAR-5. (8) Drug 1: COC1=CC(=CC(=C1O)OC)C2C3C(COC3=O)C(C4=CC5=C(C=C24)OCO5)OC6C(C(C7C(O6)COC(O7)C8=CC=CS8)O)O. Drug 2: CCN(CC)CCNC(=O)C1=C(NC(=C1C)C=C2C3=C(C=CC(=C3)F)NC2=O)C. Synergy scores: CSS=39.4, Synergy_ZIP=3.07, Synergy_Bliss=3.69, Synergy_Loewe=-12.7, Synergy_HSA=2.84. Cell line: SW-620.